Dataset: Forward reaction prediction with 1.9M reactions from USPTO patents (1976-2016). Task: Predict the product of the given reaction. Given the reactants [CH3:1][C:2]1[CH:3]=[C:4]([NH:9][N:10]=[C:11]([C:18]2[CH:23]=[CH:22][CH:21]=[CH:20][CH:19]=2)[C:12]2[CH:17]=[CH:16][CH:15]=[CH:14][CH:13]=2)[CH:5]=[C:6]([CH3:8])[CH:7]=1.Br[C:25]1[CH:30]=[CH:29][C:28]([C:31]2[CH:36]=[CH:35][CH:34]=[CH:33][CH:32]=2)=[CH:27][CH:26]=1.CC([O-])(C)C.[Na+], predict the reaction product. The product is: [CH3:8][C:6]1[CH:5]=[C:4]([N:9]([C:34]2[CH:35]=[CH:36][C:31]([C:28]3[CH:29]=[CH:30][CH:25]=[CH:26][CH:27]=3)=[CH:32][CH:33]=2)[N:10]=[C:11]([C:12]2[CH:17]=[CH:16][CH:15]=[CH:14][CH:13]=2)[C:18]2[CH:23]=[CH:22][CH:21]=[CH:20][CH:19]=2)[CH:3]=[C:2]([CH3:1])[CH:7]=1.